This data is from Full USPTO retrosynthesis dataset with 1.9M reactions from patents (1976-2016). The task is: Predict the reactants needed to synthesize the given product. (1) Given the product [CH:11]([C:3]1[C:2]([C:22]2[CH:23]=[N:24][NH:25][CH:26]=2)=[C:6]2[CH:7]=[CH:8][CH:9]=[CH:10][N:5]2[N:4]=1)([CH3:13])[CH3:12], predict the reactants needed to synthesize it. The reactants are: I[C:2]1[C:3]([CH:11]([CH3:13])[CH3:12])=[N:4][N:5]2[CH:10]=[CH:9][CH:8]=[CH:7][C:6]=12.CC1(C)C(C)(C)OB([C:22]2[CH:23]=[N:24][N:25](C(OC(C)(C)C)=O)[CH:26]=2)O1.C(#N)C.C([O-])(O)=O.[Na+]. (2) Given the product [N:13]1([C:9](=[O:8])[CH2:48][C:45]2[CH:46]=[CH:47][C:42]([N:40]3[CH:41]=[C:37]([C:30]4[C:31]5[C:36](=[CH:35][CH:34]=[CH:33][CH:32]=5)[NH:28][N:29]=4)[N:38]=[N:39]3)=[CH:43][CH:44]=2)[CH2:14][CH2:15][O:16][CH2:17][CH2:18]1, predict the reactants needed to synthesize it. The reactants are: CCOC(C(C#N)=N[O:8][C:9]([N:13]1[CH2:18][CH2:17][O:16][CH2:15][CH2:14]1)=[N+](C)C)=O.F[P-](F)(F)(F)(F)F.[NH:28]1[C:36]2[C:31](=[CH:32][CH:33]=[CH:34][CH:35]=2)[C:30]([C:37]2[N:38]=[N:39][N:40]([C:42]3[CH:47]=[CH:46][C:45]([CH2:48]C(O)=O)=[CH:44][CH:43]=3)[CH:41]=2)=[N:29]1.CCN(C(C)C)C(C)C.N1CCOCC1. (3) Given the product [CH3:26][C:14]1[N:13]2[CH:24]=[C:10]([C:8]([NH:7][C:1]3[CH:2]=[CH:3][CH:4]=[CH:5][CH:6]=3)=[O:9])[N:11]=[C:12]2[CH:17]=[CH:16][C:15]=1[C:18]1[CH:23]=[CH:22][CH:21]=[CH:20][N:19]=1, predict the reactants needed to synthesize it. The reactants are: [C:1]1([NH:7][C:8]([C:10]2[N:11]=[C:12]3[CH:17]=[CH:16][C:15]([C:18]4[CH:23]=[CH:22][CH:21]=[CH:20][N:19]=4)=[CH:14][N:13]3[CH:24]=2)=[O:9])[CH:6]=[CH:5][CH:4]=[CH:3][CH:2]=1.I[C:26]1C=CC2N(C(C3C=CC=CN=3)=C(C(NC3C=CC=CC=3)=O)N=2)C=1C.